From a dataset of Catalyst prediction with 721,799 reactions and 888 catalyst types from USPTO. Predict which catalyst facilitates the given reaction. (1) Reactant: [CH3:1][CH:2]([CH2:9][CH2:10][CH3:11])[CH:3]([OH:8])[CH2:4][N+:5]([O-:7])=[O:6].[C:12](OC(=O)C)(=[O:14])[CH3:13]. Product: [CH3:1][CH:2]([CH2:9][CH2:10][CH3:11])[CH:3]([O:8][C:12](=[O:14])[CH3:13])[CH2:4][N+:5]([O-:7])=[O:6]. The catalyst class is: 1. (2) Reactant: [NH2:1][C:2]1[C:7]([N+:8]([O-:10])=[O:9])=[CH:6][CH:5]=[CH:4][C:3]=1[NH:11][S:12]([C:15]1[CH:20]=[CH:19][C:18]([CH3:21])=[CH:17][CH:16]=1)(=[O:14])=[O:13].Cl[C:23](Cl)([O:25]C(=O)OC(Cl)(Cl)Cl)Cl. Product: [CH3:21][C:18]1[CH:19]=[CH:20][C:15]([S:12]([N:11]2[C:3]3[CH:4]=[CH:5][CH:6]=[C:7]([N+:8]([O-:10])=[O:9])[C:2]=3[NH:1][C:23]2=[O:25])(=[O:14])=[O:13])=[CH:16][CH:17]=1. The catalyst class is: 23. (3) Reactant: [CH3:1][O-].[Na+].Cl.[CH3:5][C:6]1[C:14]2[C:9](=[CH:10][C:11]([NH2:15])=[CH:12][CH:13]=2)[NH:8][N:7]=1.C=O.[BH4-].[Na+].[OH-].[Na+]. Product: [CH3:1][NH:15][C:11]1[CH:10]=[C:9]2[C:14]([C:6]([CH3:5])=[N:7][NH:8]2)=[CH:13][CH:12]=1. The catalyst class is: 5. (4) Reactant: N1C=CC=CC=1C(O)=O.[NH2:10][C:11]1[C:16]([C:17]2[CH:22]=[CH:21][C:20]([OH:23])=[CH:19][CH:18]=2)=[CH:15][CH:14]=[CH:13][N:12]=1.P([O-])([O-])([O-])=O.[K+].[K+].[K+].Br[C:33]1[CH:38]=[CH:37][C:36]([Cl:39])=[C:35]([O:40][CH3:41])[CH:34]=1. Product: [Cl:39][C:36]1[CH:37]=[CH:38][C:33]([O:23][C:20]2[CH:21]=[CH:22][C:17]([C:16]3[C:11]([NH2:10])=[N:12][CH:13]=[CH:14][CH:15]=3)=[CH:18][CH:19]=2)=[CH:34][C:35]=1[O:40][CH3:41]. The catalyst class is: 419. (5) Reactant: C([O-])([O-])=O.[Na+].[Na+].Br[CH2:8][C@H:9]1[CH2:14][CH2:13][C@H:12]([C:15]([F:18])([F:17])[F:16])[CH2:11][CH2:10]1.[CH3:19][N:20]1[C:28]2[N:27]=[CH:26][NH:25][C:24]=2[C:23](=[O:29])[NH:22][C:21]1=[O:30]. The catalyst class is: 3. Product: [CH3:19][N:20]1[C:28]2[N:27]=[CH:26][N:25]([CH2:8][C@H:9]3[CH2:14][CH2:13][C@H:12]([C:15]([F:18])([F:17])[F:16])[CH2:11][CH2:10]3)[C:24]=2[C:23](=[O:29])[NH:22][C:21]1=[O:30]. (6) Reactant: CC(C)([O-])C.[Na+].Cl[C:8]1[N:13]=[C:12]([CH2:14][OH:15])[C:11]2[C:16]([O:38][CH3:39])=[N:17][N:18]([C:19]([C:32]3[CH:37]=[CH:36][CH:35]=[CH:34][CH:33]=3)([C:26]3[CH:31]=[CH:30][CH:29]=[CH:28][CH:27]=3)[C:20]3[CH:25]=[CH:24][CH:23]=[CH:22][CH:21]=3)[C:10]=2[CH:9]=1.[C:40](=[O:50])([O:42][CH2:43][C:44]1[CH:49]=[CH:48][CH:47]=[CH:46][CH:45]=1)[NH2:41]. Product: [CH2:43]([O:42][C:40](=[O:50])[NH:41][C:8]1[N:13]=[C:12]([CH2:14][OH:15])[C:11]2[C:16]([O:38][CH3:39])=[N:17][N:18]([C:19]([C:32]3[CH:37]=[CH:36][CH:35]=[CH:34][CH:33]=3)([C:26]3[CH:31]=[CH:30][CH:29]=[CH:28][CH:27]=3)[C:20]3[CH:25]=[CH:24][CH:23]=[CH:22][CH:21]=3)[C:10]=2[CH:9]=1)[C:44]1[CH:49]=[CH:48][CH:47]=[CH:46][CH:45]=1. The catalyst class is: 1.